This data is from Peptide-MHC class II binding affinity with 134,281 pairs from IEDB. The task is: Regression. Given a peptide amino acid sequence and an MHC pseudo amino acid sequence, predict their binding affinity value. This is MHC class II binding data. (1) The peptide sequence is ALYEKKLALYLLLAL. The MHC is DRB1_0701 with pseudo-sequence DRB1_0701. The binding affinity (normalized) is 0.680. (2) The peptide sequence is LSVSLVLVGVVTLYL. The MHC is DRB1_1501 with pseudo-sequence DRB1_1501. The binding affinity (normalized) is 0.176. (3) The peptide sequence is DCRTAFKPVLVDEGR. The MHC is HLA-DQA10201-DQB10301 with pseudo-sequence HLA-DQA10201-DQB10301. The binding affinity (normalized) is 0.465. (4) The peptide sequence is HTQTAGPWHLGKLEL. The MHC is DRB1_0701 with pseudo-sequence DRB1_0701. The binding affinity (normalized) is 0.170. (5) The peptide sequence is NFDEPPLPTTQIEKV. The MHC is DRB1_0101 with pseudo-sequence DRB1_0101. The binding affinity (normalized) is 0.0965. (6) The binding affinity (normalized) is 0.422. The peptide sequence is EGGAHLVQDDVIPAN. The MHC is HLA-DQA10102-DQB10602 with pseudo-sequence HLA-DQA10102-DQB10602.